The task is: Regression. Given a peptide amino acid sequence and an MHC pseudo amino acid sequence, predict their binding affinity value. This is MHC class I binding data.. This data is from Peptide-MHC class I binding affinity with 185,985 pairs from IEDB/IMGT. (1) The peptide sequence is SRKKGFLGL. The MHC is HLA-B40:01 with pseudo-sequence HLA-B40:01. The binding affinity (normalized) is 0.0847. (2) The peptide sequence is ILDNQGRVV. The MHC is HLA-A03:01 with pseudo-sequence HLA-A03:01. The binding affinity (normalized) is 0.0847. (3) The peptide sequence is EEAALCTFLL. The MHC is HLA-B44:02 with pseudo-sequence HLA-B44:02. The binding affinity (normalized) is 0.716. (4) The peptide sequence is WFGHLASDW. The MHC is HLA-A24:03 with pseudo-sequence HLA-A24:03. The binding affinity (normalized) is 0.715. (5) The peptide sequence is YPYSSSARF. The MHC is HLA-C15:02 with pseudo-sequence HLA-C15:02. The binding affinity (normalized) is 0.0847. (6) The peptide sequence is GTEYRLTLY. The MHC is HLA-B57:01 with pseudo-sequence HLA-B57:01. The binding affinity (normalized) is 0.0847. (7) The MHC is HLA-B18:01 with pseudo-sequence HLA-B18:01. The binding affinity (normalized) is 0.213. The peptide sequence is VSTAPTGSW. (8) The peptide sequence is SPRTLNAWV. The MHC is HLA-B35:01 with pseudo-sequence HLA-B35:01. The binding affinity (normalized) is 0. (9) The peptide sequence is ELKRQLADL. The MHC is HLA-B08:01 with pseudo-sequence HLA-B08:01. The binding affinity (normalized) is 0.556.